From a dataset of Drug-target binding data from BindingDB using Ki measurements. Regression. Given a target protein amino acid sequence and a drug SMILES string, predict the binding affinity score between them. We predict pKi (pKi = -log10(Ki in M); higher means stronger inhibition). Dataset: bindingdb_ki. (1) The drug is O=C(Nc1cccc2c(=O)cc(-c3nnn[nH]3)oc12)c1ccc(OCCCCc2ccccc2)cc1. The target protein (Q13304) has sequence MSKRSWWAGSRKPPREMLKLSGSDSSQSMNGLEVAPPGLITNFSLATAEQCGQETPLENMLFASFYLLDFILALVGNTLALWLFIRDHKSGTPANVFLMHLAVADLSCVLVLPTRLVYHFSGNHWPFGEIACRLTGFLFYLNMYASIYFLTCISADRFLAIVHPVKSLKLRRPLYAHLACAFLWVVVAVAMAPLLVSPQTVQTNHTVVCLQLYREKASHHALVSLAVAFTFPFITTVTCYLLIIRSLRQGLRVEKRLKTKAVRMIAIVLAIFLVCFVPYHVNRSVYVLHYRSHGASCATQRILALANRITSCLTSLNGALDPIMYFFVAEKFRHALCNLLCGKRLKGPPPSFEGKTNESSLSAKSEL. The pKi is 5.4. (2) The drug is NC(CNCC1CCNCC1)P(=O)(O)O. The target protein sequence is TKGLVLGIYSKEKEDDAPQFTSAGENFDKWVSGKLR. The pKi is 4.2. (3) The drug is CC(=O)Nc1c(N=C(N)N)cc(C(=O)O)cc1[C@H](O)[C@H](O)CO. The target protein sequence is MKTIIALSYILCLVFAQKLPGNDNSTATLCLGHHAVPNGTLVKTITNDQIEVTNATELVQSSSTGRICGSPHRILDGKNCTLIDALLGDPHCDGFQNKEWDLFVERSKAYSNCYPYDVPDYASLRSLVASSGTLEFINEDFNWTGVAQDGGSYACKRGSVNSFFSRLNWLHKLEYKYPALNVTMPNNGKFDKLYIWGVHHPSTDSDQTSLYVRASGRVTVSTKRSQQTVTPNIGSRPWVRGQSSRISIYWTIVKPGDILLINSTGNLIAPRGYFKIRNGKSSIMRSDAPIGNCSSECITPNGSIPNDKPFQNVNRITYGACPRYVKQNTLKLATGMRNVPEKQTRGIFGAIAGFIENGWEGMV. The pKi is 4.0. (4) The small molecule is Cc1c(-c2ncn(C(C)C)c2C)nn(-c2ccc(Cl)cc2Cl)c1-c1ccc(Cl)cc1. The target protein sequence is MKSILDGLADTTFRTITTDLLYVGSNDIQYEDIKGDMASKLGYFPQKFPLTSFRGSPFQEKMTAGDNSPLVPAGDTTNITEFYNKSLSSFKENEENIQCGENFMDMECFMILNPSQQLAIAVLSLTLGTFTVLENLLVLCVILHSRSLRCRPSYHFIGSLAVADLLGSVIFVYSFVDFHVFHRKDSPNVFLFKLGGVTASFTASVGSLFLTAIDRYISIHRPLAYKRIVTRPKAVVAFCLMWTIAIVIAVLPLLGWNCKKLQSVCSDIFPLIDETYLMFWIGVTSVLLLFIVYAYMYILWKAHSHAVRMIQRGTQKSIIIHTSEDGKVQVTRPDQARMDIRLAKTLVLILVVLIICWGPLLAIMVYDVFGKMNKLIKTVFAFCSMLCLLNSTVNPIIYALRSKDLRHAFRSMFPSCEGTAQPLDNSMGDSDCLHKHANNTASMHRAAESCIKSTVKIAKVTMSVSTDTSAEAL. The pKi is 8.2.